Dataset: Full USPTO retrosynthesis dataset with 1.9M reactions from patents (1976-2016). Task: Predict the reactants needed to synthesize the given product. (1) Given the product [NH2:15][C:7]1[C:6]([C:4]([C:18]2[CH:23]=[CH:22][C:21]([C:24]([F:27])([F:26])[F:25])=[CH:20][C:19]=2[O:28][CH3:29])=[O:5])=[CH:11][N:10]=[C:9]([S:12][CH3:13])[N:8]=1, predict the reactants needed to synthesize it. The reactants are: CON(C)[C:4]([C:6]1[C:7]([NH2:15])=[N:8][C:9]([S:12][CH2:13]C)=[N:10][CH:11]=1)=[O:5].Br[C:18]1[CH:23]=[CH:22][C:21]([C:24]([F:27])([F:26])[F:25])=[CH:20][C:19]=1[O:28][CH3:29]. (2) Given the product [Cl:1][C:2]1[CH:7]=[CH:6][CH:5]=[CH:4][C:3]=1[C:8]1[O:12][N:11]=[CH:10][C:9]=1[C:13]([N:19]1[CH2:20][CH:21]([CH3:23])[CH2:22][CH:17]([CH3:16])[CH2:18]1)=[O:15], predict the reactants needed to synthesize it. The reactants are: [Cl:1][C:2]1[CH:7]=[CH:6][CH:5]=[CH:4][C:3]=1[C:8]1[O:12][N:11]=[CH:10][C:9]=1[C:13]([OH:15])=O.[CH3:16][CH:17]1[CH2:22][CH:21]([CH3:23])[CH2:20][NH:19][CH2:18]1. (3) The reactants are: CC1[N:3]([C:8]2[N:13]=[CH:12][C:11]([C:14]3[CH:19]=[CH:18][N:17]=[C:16]([C:20]4[CH:25]=[C:24]([C:26]5[CH:31]=[CH:30][C:29]([C:32]([F:35])([F:34])[F:33])=[CH:28][CH:27]=5)[CH:23]=[C:22]([CH3:36])[N:21]=4)[N:15]=3)=[CH:10][CH:9]=2)C(C)=CC=1.Cl.NO.[OH-].[Na+].O. Given the product [CH3:36][C:22]1[N:21]=[C:20]([C:16]2[N:15]=[C:14]([C:11]3[CH:10]=[CH:9][C:8]([NH2:3])=[N:13][CH:12]=3)[CH:19]=[CH:18][N:17]=2)[CH:25]=[C:24]([C:26]2[CH:31]=[CH:30][C:29]([C:32]([F:34])([F:33])[F:35])=[CH:28][CH:27]=2)[CH:23]=1, predict the reactants needed to synthesize it. (4) Given the product [C:12]1([CH:7]([C:1]2[CH:2]=[CH:3][CH:4]=[CH:5][CH:6]=2)[CH2:8][C:9]([NH:18][CH2:19][CH2:20][CH2:21][N:22]2[CH2:27][CH2:26][CH:25]([C:28]3[CH:29]=[C:30]([NH:34][C:35]([CH:37]4[CH2:39][CH2:38]4)=[O:36])[CH:31]=[CH:32][CH:33]=3)[CH2:24][CH2:23]2)=[O:11])[CH:17]=[CH:16][CH:15]=[CH:14][CH:13]=1, predict the reactants needed to synthesize it. The reactants are: [C:1]1([CH:7]([C:12]2[CH:17]=[CH:16][CH:15]=[CH:14][CH:13]=2)[CH2:8][C:9]([OH:11])=O)[CH:6]=[CH:5][CH:4]=[CH:3][CH:2]=1.[NH2:18][CH2:19][CH2:20][CH2:21][N:22]1[CH2:27][CH2:26][CH:25]([C:28]2[CH:29]=[C:30]([NH:34][C:35]([CH:37]3[CH2:39][CH2:38]3)=[O:36])[CH:31]=[CH:32][CH:33]=2)[CH2:24][CH2:23]1. (5) Given the product [Br:1][C:2]1[CH:10]=[CH:9][C:5]([C:6]([N:12]([CH3:13])[CH3:11])=[O:7])=[CH:4][CH:3]=1, predict the reactants needed to synthesize it. The reactants are: [Br:1][C:2]1[CH:10]=[CH:9][C:5]([C:6](Cl)=[O:7])=[CH:4][CH:3]=1.[CH3:11][NH:12][CH3:13].